From a dataset of Forward reaction prediction with 1.9M reactions from USPTO patents (1976-2016). Predict the product of the given reaction. (1) The product is: [CH3:12][O:11][C:4]1[CH:3]=[C:2]([O:13][CH2:14][CH:15]2[CH2:16][CH2:17][N:18]([CH2:21][CH2:31][CH3:32])[CH2:19][CH2:20]2)[CH:7]=[CH:6][C:5]=1[N+:8]([O-:10])=[O:9]. Given the reactants F[C:2]1[CH:7]=[CH:6][C:5]([N+:8]([O-:10])=[O:9])=[C:4]([O:11][CH3:12])[CH:3]=1.[OH:13][CH2:14][CH:15]1[CH2:20][CH2:19][N:18]([C:21](OC(C)(C)C)=O)[CH2:17][CH2:16]1.[H-].[Na+].F[C:31](F)(F)[C:32](O)=O.ICCC.C(=O)([O-])[O-].[K+].[K+], predict the reaction product. (2) Given the reactants [C:1]([O:9][CH2:10][CH:11]([CH2:24][O:25][C:26](=[O:33])[C:27]1[CH:32]=[CH:31][CH:30]=[CH:29][CH:28]=1)[CH2:12][CH2:13][N:14]1[CH:21]=[C:20]([CH:22]=[CH2:23])[C:18](=[O:19])[NH:17][C:15]1=[O:16])(=[O:8])[C:2]1[CH:7]=[CH:6][CH:5]=[CH:4][CH:3]=1.[N-:34]=[N+:35]=[N-:36].[Na+].O.[Br:39]N1C(=O)CCC1=O, predict the reaction product. The product is: [C:26]([O:25][CH2:24][CH:11]([CH2:10][O:9][C:1](=[O:8])[C:2]1[CH:7]=[CH:6][CH:5]=[CH:4][CH:3]=1)[CH2:12][CH2:13][N:14]1[CH:21]=[C:20]([CH:22]([N:34]=[N+:35]=[N-:36])[CH2:23][Br:39])[C:18](=[O:19])[NH:17][C:15]1=[O:16])(=[O:33])[C:27]1[CH:32]=[CH:31][CH:30]=[CH:29][CH:28]=1.